This data is from Retrosynthesis with 50K atom-mapped reactions and 10 reaction types from USPTO. The task is: Predict the reactants needed to synthesize the given product. (1) Given the product CC(C)(C)OC(=O)N(CCOc1ccc(F)cc1)Cc1ccccc1, predict the reactants needed to synthesize it. The reactants are: CC(C)(C)OC(=O)N(CCO)Cc1ccccc1.Oc1ccc(F)cc1. (2) Given the product O=C1CCOc2ccccc21, predict the reactants needed to synthesize it. The reactants are: O=c1ccoc2ccccc12. (3) Given the product CN(CCC1CCCc2c1ccn2C)Cc1ccccc1, predict the reactants needed to synthesize it. The reactants are: CNCc1ccccc1.Cn1ccc2c1CCCC2CCCl. (4) Given the product CC1(C)C(=O)C(C(=O)NCC(=O)O)=C(O)c2c(F)cccc21, predict the reactants needed to synthesize it. The reactants are: CC(C)(C)OC(=O)CNC(=O)C1=C(O)c2c(F)cccc2C(C)(C)C1=O. (5) Given the product CCOCc1ccc(NS(=O)(=O)c2cc(C(F)(F)F)cc(C(F)(F)F)c2)nc1C, predict the reactants needed to synthesize it. The reactants are: CCOCc1ccc(N)nc1C.O=S(=O)(Cl)c1cc(C(F)(F)F)cc(C(F)(F)F)c1. (6) The reactants are: O=[N+]([O-])c1ccc(Oc2ccc(C(Cc3ccncc3)c3ccc(OC(F)F)c(OC(F)F)c3)cn2)cc1. Given the product Nc1ccc(Oc2ccc(C(Cc3ccncc3)c3ccc(OC(F)F)c(OC(F)F)c3)cn2)cc1, predict the reactants needed to synthesize it. (7) Given the product N#Cc1c(O)ccn(Cc2cccc(F)c2)c1=O, predict the reactants needed to synthesize it. The reactants are: COc1ccn(Cc2cccc(F)c2)c(=O)c1C#N. (8) Given the product N#Cc1ncc(Br)c(N(NC(=O)c2cccc(CCl)c2)C2CCCC2)n1, predict the reactants needed to synthesize it. The reactants are: N#Cc1ncc(Br)c(N(N)C2CCCC2)n1.O=C(Cl)c1cccc(CCl)c1. (9) Given the product COC1CCN(C(=O)c2cc3nccc(Nc4ccc5[nH]c(C)cc5c4)c3s2)C1, predict the reactants needed to synthesize it. The reactants are: COC1CCN(C(=O)c2cc3nccc(Cl)c3s2)C1.Cc1cc2cc(N)ccc2[nH]1.